Dataset: Forward reaction prediction with 1.9M reactions from USPTO patents (1976-2016). Task: Predict the product of the given reaction. Given the reactants [Cl:1][C:2]1[N:3]=[C:4](Cl)[C:5]2[CH2:10][CH2:9][CH:8]([C:11]3[CH:16]=[CH:15][C:14]([F:17])=[CH:13][CH:12]=3)[C:6]=2[N:7]=1.CC[N:21]([CH:25]([CH3:27])[CH3:26])C(C)C.[CH2:28]1COC[CH2:29]1, predict the reaction product. The product is: [Cl:1][C:2]1[N:3]=[C:4]([NH:21][C@@H:25]([CH:26]2[CH2:29][CH2:28]2)[CH3:27])[C:5]2[CH2:10][CH2:9][CH:8]([C:11]3[CH:16]=[CH:15][C:14]([F:17])=[CH:13][CH:12]=3)[C:6]=2[N:7]=1.